From a dataset of Full USPTO retrosynthesis dataset with 1.9M reactions from patents (1976-2016). Predict the reactants needed to synthesize the given product. (1) Given the product [Cl:5][C:6]1[CH:7]=[C:8]([NH:12][C:13]2[N:15]=[C:20]([C:21]3[C:21]4[C:13](=[N:14][CH:19]=[CH:18][CH:20]=4)[NH:12][CH:8]=3)[CH:18]=[CH:19][N:14]=2)[CH:9]=[CH:10][CH:11]=1, predict the reactants needed to synthesize it. The reactants are: [N+]([O-])(O)=O.[Cl:5][C:6]1[CH:7]=[C:8]([NH:12][C:13]([NH2:15])=[NH:14])[CH:9]=[CH:10][CH:11]=1.[Li+].[OH-].[CH:18](O)([CH2:20][CH3:21])[CH3:19]. (2) Given the product [C:34]([O:38][C:39]([N:41]1[CH2:45][C@H:44]([O:46][C:47]2[C:56]3[C:51](=[CH:52][C:53]([O:57][CH3:58])=[CH:54][CH:55]=3)[N:50]=[C:49]([C:59]3[CH:60]=[CH:61][CH:62]=[CH:63][CH:64]=3)[CH:48]=2)[CH2:43][C@H:42]1[C:65](=[O:66])[NH:29][C@:24]1([C:22]([NH:21][S:20]([C:15]2[CH:16]=[CH:17][CH:18]=[CH:19][C:14]=2[NH:13][C:12](=[O:32])[CH2:11][CH2:10][CH2:9][CH2:8][CH2:7][CH2:6][CH2:5][CH2:4][C:3]([O:2][CH3:1])=[O:33])(=[O:31])=[O:30])=[O:23])[CH2:26][C@H:25]1[CH:27]=[CH2:28])=[O:40])([CH3:36])([CH3:37])[CH3:35], predict the reactants needed to synthesize it. The reactants are: [CH3:1][O:2][C:3](=[O:33])[CH2:4][CH2:5][CH2:6][CH2:7][CH2:8][CH2:9][CH2:10][CH2:11][C:12](=[O:32])[NH:13][C:14]1[CH:19]=[CH:18][CH:17]=[CH:16][C:15]=1[S:20](=[O:31])(=[O:30])[NH:21][C:22]([C@@:24]1([NH2:29])[CH2:26][C@H:25]1[CH:27]=[CH2:28])=[O:23].[C:34]([O:38][C:39]([N:41]1[CH2:45][C@H:44]([O:46][C:47]2[C:56]3[C:51](=[CH:52][C:53]([O:57][CH3:58])=[CH:54][CH:55]=3)[N:50]=[C:49]([C:59]3[CH:64]=[CH:63][CH:62]=[CH:61][CH:60]=3)[CH:48]=2)[CH2:43][C@H:42]1[C:65](O)=[O:66])=[O:40])([CH3:37])([CH3:36])[CH3:35].CCN(C(C)C)C(C)C.CN(C(ON1N=NC2C=CC=CC1=2)=[N+](C)C)C.F[P-](F)(F)(F)(F)F. (3) Given the product [Si:7]([O:24][CH2:25][C:26]1[C:27]([N:38]2[CH2:43][C@H:42]([CH3:44])[O:41][C@H:40]([CH3:45])[CH2:39]2)=[C:28]([F:37])[C:29]([F:36])=[C:30]([C:32](=[O:35])[CH2:33][N:46]2[CH:50]=[N:49][CH:48]=[N:47]2)[CH:31]=1)([C:20]([CH3:23])([CH3:22])[CH3:21])([C:14]1[CH:19]=[CH:18][CH:17]=[CH:16][CH:15]=1)[C:8]1[CH:13]=[CH:12][CH:11]=[CH:10][CH:9]=1, predict the reactants needed to synthesize it. The reactants are: C(=O)([O-])[O-].[K+].[K+].[Si:7]([O:24][CH2:25][C:26]1[C:27]([N:38]2[CH2:43][C@H:42]([CH3:44])[O:41][C@H:40]([CH3:45])[CH2:39]2)=[C:28]([F:37])[C:29]([F:36])=[C:30]([C:32](=[O:35])[CH2:33]Cl)[CH:31]=1)([C:20]([CH3:23])([CH3:22])[CH3:21])([C:14]1[CH:19]=[CH:18][CH:17]=[CH:16][CH:15]=1)[C:8]1[CH:13]=[CH:12][CH:11]=[CH:10][CH:9]=1.[NH:46]1[CH:50]=[N:49][CH:48]=[N:47]1. (4) Given the product [CH2:32]([CH2:39][CH2:40][NH:41][C:42]1[CH:47]=[C:46]([OH:48])[CH:45]=[CH:44][C:43]=1[CH:50]1[CH2:59][CH2:58][C:57]2[CH:56]=[C:55]([OH:60])[CH:54]=[CH:53][C:52]=2[CH2:51]1)[C:33]1[CH:38]=[CH:37][CH:36]=[CH:35][CH:34]=1, predict the reactants needed to synthesize it. The reactants are: C(N(C1C=C(OC)C=CC=1C1CCC2C(=CC=C(OC)C=2)C1)C(=O)C1C=CC=CC=1)C.[CH2:32]([CH2:39][CH2:40][NH:41][C:42]1[CH:47]=[C:46]([O:48]C)[CH:45]=[CH:44][C:43]=1[CH:50]1[CH2:59][CH2:58][C:57]2[C:52](=[CH:53][CH:54]=[C:55]([O:60]C)[CH:56]=2)[CH2:51]1)[C:33]1[CH:38]=[CH:37][CH:36]=[CH:35][CH:34]=1. (5) The reactants are: [Br:1][C:2]1[CH:3]=[C:4]([CH:8]=[C:9](I)[C:10]=1[CH3:11])[C:5]([OH:7])=[O:6].C(N(CC)CC)C.[CH3:20][O:21][CH2:22][C:23]#[CH:24]. Given the product [Br:1][C:2]1[CH:3]=[C:4]([CH:8]=[C:9]([C:24]#[C:23][CH2:22][O:21][CH3:20])[C:10]=1[CH3:11])[C:5]([OH:7])=[O:6], predict the reactants needed to synthesize it. (6) Given the product [Cl:42][C:39]1[CH:40]=[CH:41][C:36]([CH2:35][CH2:34][O:13][C:14]2[CH:15]=[CH:16][C:17]([C:18]([O:20][CH3:21])=[O:19])=[CH:22][CH:23]=2)=[CH:37][CH:38]=1, predict the reactants needed to synthesize it. The reactants are: C(=O)([O-])[O-].[K+].[K+].CN(C)C(=O)C.[OH:13][C:14]1[CH:23]=[CH:22][C:17]([C:18]([O:20][CH3:21])=[O:19])=[CH:16][CH:15]=1.C1(C)C=CC(S(O[CH2:34][CH2:35][C:36]2[CH:41]=[CH:40][C:39]([Cl:42])=[CH:38][CH:37]=2)(=O)=O)=CC=1. (7) Given the product [C:1]([C:4]1[N:5]=[C:6]([N:9]2[CH2:12][CH:11]([O:13][S:15]([CH3:14])(=[O:17])=[O:16])[CH2:10]2)[S:7][CH:8]=1)(=[O:3])[NH2:2], predict the reactants needed to synthesize it. The reactants are: [C:1]([C:4]1[N:5]=[C:6]([N:9]2[CH2:12][CH:11]([OH:13])[CH2:10]2)[S:7][CH:8]=1)(=[O:3])[NH2:2].[CH3:14][S:15](Cl)(=[O:17])=[O:16].C(N(CC)CC)C.CO. (8) Given the product [ClH:35].[ClH:35].[F:1][C:2]1[N:7]=[C:6]([C:8]2[C:9](=[O:34])[NH:10][C:11](=[O:33])[N:12]([CH2:14][CH2:15][CH2:16][N:17]3[CH2:22][C@H:21]4[C@:19]([C:23]5[CH:28]=[CH:27][C:26]([C:29]([F:32])([F:31])[F:30])=[CH:25][CH:24]=5)([CH2:20]4)[CH2:18]3)[CH:13]=2)[CH:5]=[CH:4][CH:3]=1, predict the reactants needed to synthesize it. The reactants are: [F:1][C:2]1[N:7]=[C:6]([C:8]2[C:9](=[O:34])[NH:10][C:11](=[O:33])[N:12]([CH2:14][CH2:15][CH2:16][N:17]3[CH2:22][C@H:21]4[C@:19]([C:23]5[CH:28]=[CH:27][C:26]([C:29]([F:32])([F:31])[F:30])=[CH:25][CH:24]=5)([CH2:20]4)[CH2:18]3)[CH:13]=2)[CH:5]=[CH:4][CH:3]=1.[ClH:35].